Predict the product of the given reaction. From a dataset of Forward reaction prediction with 1.9M reactions from USPTO patents (1976-2016). (1) Given the reactants IC1C=CC=CC=1S([O-])(=O)=O.[Na+].OOS([O-])=O.[K+].S([O-])([O-])(=O)=O.[Na+].[Na+].[CH2:26]([OH:44])[CH2:27][CH2:28][CH2:29][CH2:30][CH2:31][CH2:32][CH2:33]/[CH:34]=[CH:35]\[CH2:36][CH2:37][CH2:38][CH2:39][CH2:40][CH2:41][CH2:42][CH3:43], predict the reaction product. The product is: [CH:26](=[O:44])[CH2:27][CH2:28][CH2:29][CH2:30][CH2:31][CH2:32][CH2:33]/[CH:34]=[CH:35]\[CH2:36][CH2:37][CH2:38][CH2:39][CH2:40][CH2:41][CH2:42][CH3:43]. (2) Given the reactants [CH3:1][C:2]1[C:10]([CH3:11])=[CH:9][CH:8]=[CH:7][C:3]=1[C:4]([OH:6])=O.[NH2:12][C:13]1[CH:18]=[CH:17][C:16]([N:19]2[C:25]3[CH:26]=[CH:27][CH:28]=[C:29]([CH3:30])[C:24]=3[NH:23][C:22](=[O:31])[CH2:21][C:20]2=[O:32])=[CH:15][CH:14]=1.CC1C(C)=CC=CC=1C(Cl)=O, predict the reaction product. The product is: [CH3:1][C:2]1[C:10]([CH3:11])=[CH:9][CH:8]=[CH:7][C:3]=1[C:4]([NH:12][C:13]1[CH:18]=[CH:17][C:16]([N:19]2[C:25]3[CH:26]=[CH:27][CH:28]=[C:29]([CH3:30])[C:24]=3[NH:23][C:22](=[O:31])[CH2:21][C:20]2=[O:32])=[CH:15][CH:14]=1)=[O:6]. (3) The product is: [CH:12]1([NH:11][C:4]2[C:5]3[O:10][CH:9]=[CH:8][C:6]=3[N:7]=[C:2]([NH:15][C:16]3[CH:28]=[CH:27][C:19]4[O:20][C:21]([CH3:25])([CH3:26])[C:22](=[O:24])[NH:23][C:18]=4[CH:17]=3)[N:3]=2)[CH2:14][CH2:13]1. Given the reactants Cl[C:2]1[N:3]=[C:4]([NH:11][CH:12]2[CH2:14][CH2:13]2)[C:5]2[O:10][CH:9]=[CH:8][C:6]=2[N:7]=1.[NH2:15][C:16]1[CH:28]=[CH:27][C:19]2[O:20][C:21]([CH3:26])([CH3:25])[C:22](=[O:24])[NH:23][C:18]=2[CH:17]=1.C([O-])([O-])=O.[K+].[K+].CC(C1C=C(C(C)C)C(C2C=CC=CC=2P(C2CCCCC2)C2CCCCC2)=C(C(C)C)C=1)C, predict the reaction product. (4) Given the reactants Br[CH:2]([CH:5]1[CH2:10][CH2:9][N:8]([C:11]([O:13][C:14]([CH3:17])([CH3:16])[CH3:15])=[O:12])[CH2:7][CH2:6]1)[CH:3]=O.[CH3:18][NH:19][C:20]([NH:22][CH3:23])=[S:21], predict the reaction product. The product is: [CH3:23][N:22]1[CH:3]=[C:2]([CH:5]2[CH2:10][CH2:9][N:8]([C:11]([O:13][C:14]([CH3:17])([CH3:16])[CH3:15])=[O:12])[CH2:7][CH2:6]2)[S:21]/[C:20]/1=[N:19]\[CH3:18]. (5) Given the reactants [C:1]([C:3]1[CH:4]=[C:5]2[C:10](=[CH:11][C:12]=1[O:13][C:14]1[CH:22]=[CH:21][C:17]([C:18]([OH:20])=O)=[CH:16][CH:15]=1)[O:9][CH2:8][CH2:7][CH:6]2[C:23]([O:25][CH3:26])=[O:24])#[N:2].C(Cl)(=O)C(Cl)=O.C(N(CC)CC)C.[C:40]1([CH:46]2[CH2:48][CH:47]2[NH2:49])[CH:45]=[CH:44][CH:43]=[CH:42][CH:41]=1, predict the reaction product. The product is: [C:40]1([CH:46]2[CH2:48][CH:47]2[NH:49][C:18]([C:17]2[CH:16]=[CH:15][C:14]([O:13][C:12]3[CH:11]=[C:10]4[C:5]([CH:6]([C:23]([O:25][CH3:26])=[O:24])[CH2:7][CH2:8][O:9]4)=[CH:4][C:3]=3[C:1]#[N:2])=[CH:22][CH:21]=2)=[O:20])[CH:45]=[CH:44][CH:43]=[CH:42][CH:41]=1. (6) The product is: [CH:17]1([C@H:15]([NH:14][C:12]2[N:11]=[C:10]([C:21]#[N:22])[N:9]=[C:8]3[C:13]=2[N:5]([CH2:4][C:3]2[CH:23]=[CH:24][C:25]([C:27]([F:29])([F:28])[F:30])=[CH:26][C:2]=2[N:1]2[C:34](=[O:35])[C:33]4[C:32](=[CH:40][CH:39]=[CH:38][CH:37]=4)[C:31]2=[O:36])[CH:6]=[N:7]3)[CH3:16])[CH2:20][CH2:19][CH2:18]1. Given the reactants [NH2:1][C:2]1[CH:26]=[C:25]([C:27]([F:30])([F:29])[F:28])[CH:24]=[CH:23][C:3]=1[CH2:4][N:5]1[C:13]2[C:8](=[N:9][C:10]([C:21]#[N:22])=[N:11][C:12]=2[NH:14][C@@H:15]([CH:17]2[CH2:20][CH2:19][CH2:18]2)[CH3:16])[N:7]=[CH:6]1.[C:31]1(=O)[O:36][C:34](=[O:35])[C:33]2=[CH:37][CH:38]=[CH:39][CH:40]=[C:32]12.C(O)(=O)C, predict the reaction product. (7) Given the reactants Cl[C:2]1[N:7]=[C:6]([N:8]2[C:12]([CH3:13])=[CH:11][C:10]([CH3:14])=[N:9]2)[N:5]=[C:4]([NH:15][C:16](=[O:18])[CH3:17])[CH:3]=1.[F:19][C:20]1[CH:21]=[C:22](B(O)O)[CH:23]=[C:24]([OH:26])[CH:25]=1.C(=O)([O-])[O-].[K+].[K+], predict the reaction product. The product is: [CH3:14][C:10]1[CH:11]=[C:12]([CH3:13])[N:8]([C:6]2[N:5]=[C:4]([NH:15][C:16](=[O:18])[CH3:17])[CH:3]=[C:2]([C:22]3[CH:23]=[C:24]([OH:26])[CH:25]=[C:20]([F:19])[CH:21]=3)[N:7]=2)[N:9]=1.